Dataset: NCI-60 drug combinations with 297,098 pairs across 59 cell lines. Task: Regression. Given two drug SMILES strings and cell line genomic features, predict the synergy score measuring deviation from expected non-interaction effect. (1) Drug 1: C#CCC(CC1=CN=C2C(=N1)C(=NC(=N2)N)N)C3=CC=C(C=C3)C(=O)NC(CCC(=O)O)C(=O)O. Drug 2: CC(C)NC(=O)C1=CC=C(C=C1)CNNC.Cl. Cell line: SNB-75. Synergy scores: CSS=-1.98, Synergy_ZIP=3.00, Synergy_Bliss=2.96, Synergy_Loewe=0.505, Synergy_HSA=-0.796. (2) Drug 1: CNC(=O)C1=NC=CC(=C1)OC2=CC=C(C=C2)NC(=O)NC3=CC(=C(C=C3)Cl)C(F)(F)F. Drug 2: CCC1(CC2CC(C3=C(CCN(C2)C1)C4=CC=CC=C4N3)(C5=C(C=C6C(=C5)C78CCN9C7C(C=CC9)(C(C(C8N6C)(C(=O)OC)O)OC(=O)C)CC)OC)C(=O)OC)O.OS(=O)(=O)O. Cell line: UACC62. Synergy scores: CSS=7.38, Synergy_ZIP=1.06, Synergy_Bliss=5.20, Synergy_Loewe=2.46, Synergy_HSA=2.02. (3) Cell line: HT29. Synergy scores: CSS=3.45, Synergy_ZIP=-9.56, Synergy_Bliss=-12.5, Synergy_Loewe=-28.4, Synergy_HSA=-12.6. Drug 1: CCCCC(=O)OCC(=O)C1(CC(C2=C(C1)C(=C3C(=C2O)C(=O)C4=C(C3=O)C=CC=C4OC)O)OC5CC(C(C(O5)C)O)NC(=O)C(F)(F)F)O. Drug 2: C(CCl)NC(=O)N(CCCl)N=O. (4) Drug 1: CCC(=C(C1=CC=CC=C1)C2=CC=C(C=C2)OCCN(C)C)C3=CC=CC=C3.C(C(=O)O)C(CC(=O)O)(C(=O)O)O. Drug 2: CC1=C(C(=O)C2=C(C1=O)N3CC4C(C3(C2COC(=O)N)OC)N4)N. Cell line: SN12C. Synergy scores: CSS=37.2, Synergy_ZIP=-1.70, Synergy_Bliss=-2.92, Synergy_Loewe=-34.3, Synergy_HSA=-0.521. (5) Drug 1: CS(=O)(=O)CCNCC1=CC=C(O1)C2=CC3=C(C=C2)N=CN=C3NC4=CC(=C(C=C4)OCC5=CC(=CC=C5)F)Cl. Drug 2: CCC1(CC2CC(C3=C(CCN(C2)C1)C4=CC=CC=C4N3)(C5=C(C=C6C(=C5)C78CCN9C7C(C=CC9)(C(C(C8N6C)(C(=O)OC)O)OC(=O)C)CC)OC)C(=O)OC)O.OS(=O)(=O)O. Cell line: HS 578T. Synergy scores: CSS=2.70, Synergy_ZIP=-0.578, Synergy_Bliss=0.125, Synergy_Loewe=0.419, Synergy_HSA=-0.234. (6) Drug 1: CC1=C(C(CCC1)(C)C)C=CC(=CC=CC(=CC(=O)O)C)C. Drug 2: C#CCC(CC1=CN=C2C(=N1)C(=NC(=N2)N)N)C3=CC=C(C=C3)C(=O)NC(CCC(=O)O)C(=O)O. Cell line: HS 578T. Synergy scores: CSS=63.7, Synergy_ZIP=-4.21, Synergy_Bliss=-7.40, Synergy_Loewe=-7.35, Synergy_HSA=-6.95. (7) Drug 1: CC1=C(C=C(C=C1)NC2=NC=CC(=N2)N(C)C3=CC4=NN(C(=C4C=C3)C)C)S(=O)(=O)N.Cl. Drug 2: C(CN)CNCCSP(=O)(O)O. Cell line: SN12C. Synergy scores: CSS=5.65, Synergy_ZIP=1.28, Synergy_Bliss=4.29, Synergy_Loewe=0.486, Synergy_HSA=3.13.